This data is from Forward reaction prediction with 1.9M reactions from USPTO patents (1976-2016). The task is: Predict the product of the given reaction. Given the reactants [C:1]([C:5]1[N:6]=[C:7]([NH:10][C:11]([C:13]2[CH:35]=[CH:34][N:16]3[C:17](=[O:33])[C:18](C(=C)C(O)=O)=[C:19]([N:21]4[CH2:26][CH2:25][CH2:24][CH:23]([OH:27])[CH2:22]4)[N:20]=[C:15]3[CH:14]=2)=[O:12])[S:8][CH:9]=1)([CH3:4])([CH3:3])[CH3:2].C(C1N=C(NC(C2C=CN3C(=O)CC(=O)N=C3C=2)=O)SC=1)(C)(C)C.O[C@@H]1CCCNC1, predict the reaction product. The product is: [C:1]([C:5]1[N:6]=[C:7]([NH:10][C:11]([C:13]2[CH:35]=[CH:34][N:16]3[C:17](=[O:33])[CH:18]=[C:19]([N:21]4[CH2:26][CH2:25][CH2:24][C@@H:23]([OH:27])[CH2:22]4)[N:20]=[C:15]3[CH:14]=2)=[O:12])[S:8][CH:9]=1)([CH3:4])([CH3:2])[CH3:3].